Dataset: Reaction yield outcomes from USPTO patents with 853,638 reactions. Task: Predict the reaction yield, written as a fraction of the theoretical maximum amount of product (1.0 means a 100% yield; for example, 0.34 means a 34% yield). (1) The reactants are [Si:1]([O:18][C@@H:19]1[CH2:23][CH2:22][N:21]([C:24]2[CH:29]=[CH:28][C:27]([S:30]([NH:33][C:34]3[S:35][CH:36]=[CH:37][N:38]=3)(=[O:32])=[O:31])=[CH:26][CH:25]=2)[C:20]1=[O:39])([C:14]([CH3:17])([CH3:16])[CH3:15])([C:8]1[CH:13]=[CH:12][CH:11]=[CH:10][CH:9]=1)[C:2]1[CH:7]=[CH:6][CH:5]=[CH:4][CH:3]=1.[CH:40](N(CC)C(C)C)([CH3:42])[CH3:41].C(Br)C=C. The catalyst is C(Cl)Cl. The product is [CH2:42]([N:33]([C:34]1[S:35][CH:36]=[CH:37][N:38]=1)[S:30]([C:27]1[CH:28]=[CH:29][C:24]([N:21]2[CH2:22][CH2:23][C@@H:19]([O:18][Si:1]([C:14]([CH3:15])([CH3:17])[CH3:16])([C:2]3[CH:7]=[CH:6][CH:5]=[CH:4][CH:3]=3)[C:8]3[CH:9]=[CH:10][CH:11]=[CH:12][CH:13]=3)[C:20]2=[O:39])=[CH:25][CH:26]=1)(=[O:31])=[O:32])[CH:40]=[CH2:41]. The yield is 0.840. (2) The reactants are [NH2:1][C:2]1[C:7]2=[C:8](Br)[CH:9]=[C:10]([C:11]([O:13][CH2:14][CH2:15][CH2:16][CH3:17])=[O:12])[N:6]2[N:5]=[CH:4][N:3]=1.[C:19]([O:23][C:24]([NH:26][C:27]1[CH:32]=[CH:31][C:30](B(O)O)=[CH:29][CH:28]=1)=[O:25])([CH3:22])([CH3:21])[CH3:20].C(=O)([O-])[O-].[Na+].[Na+]. The catalyst is COCCOC.CN(C=O)C.C1C=CC([P]([Pd]([P](C2C=CC=CC=2)(C2C=CC=CC=2)C2C=CC=CC=2)([P](C2C=CC=CC=2)(C2C=CC=CC=2)C2C=CC=CC=2)[P](C2C=CC=CC=2)(C2C=CC=CC=2)C2C=CC=CC=2)(C2C=CC=CC=2)C2C=CC=CC=2)=CC=1. The yield is 0.260. The product is [NH2:1][C:2]1[C:7]2=[C:8]([C:30]3[CH:29]=[CH:28][C:27]([NH:26][C:24]([O:23][C:19]([CH3:22])([CH3:21])[CH3:20])=[O:25])=[CH:32][CH:31]=3)[CH:9]=[C:10]([C:11]([O:13][CH2:14][CH2:15][CH2:16][CH3:17])=[O:12])[N:6]2[N:5]=[CH:4][N:3]=1. (3) The reactants are C([O:8][C:9]1[CH:10]=[C:11]2[C:16](=[CH:17][CH:18]=1)[CH:15]([C:19]1[CH:24]=[CH:23][C:22]([O:25][CH2:26][CH2:27][N:28]3[CH2:32][CH2:31][CH2:30][CH2:29]3)=[CH:21][CH:20]=1)[N:14]([C:33]([C:35]1[CH:40]=[CH:39][CH:38]=[CH:37][CH:36]=1)=[O:34])[CH2:13][CH2:12]2)C1C=CC=CC=1.C([O-])=O.[NH4+]. The catalyst is CO.[OH-].[OH-].[Pd+2]. The product is [OH:8][C:9]1[CH:10]=[C:11]2[C:16](=[CH:17][CH:18]=1)[CH:15]([C:19]1[CH:20]=[CH:21][C:22]([O:25][CH2:26][CH2:27][N:28]3[CH2:29][CH2:30][CH2:31][CH2:32]3)=[CH:23][CH:24]=1)[N:14]([C:33]([C:35]1[CH:36]=[CH:37][CH:38]=[CH:39][CH:40]=1)=[O:34])[CH2:13][CH2:12]2. The yield is 0.780.